From a dataset of Full USPTO retrosynthesis dataset with 1.9M reactions from patents (1976-2016). Predict the reactants needed to synthesize the given product. (1) Given the product [C:46]([C:50]1[CH:51]=[CH:52][C:53]([CH2:54][N:55]([CH2:56][CH2:57][C:58]2[CH:63]=[C:62]([C:64]([F:67])([F:65])[F:66])[CH:61]=[C:60]([F:68])[CH:59]=2)[C:12]([C:9]2[C:10]([F:11])=[C:2]([Cl:1])[CH:3]=[C:4]3[C:8]=2[NH:7][CH:6]=[CH:5]3)=[O:14])=[CH:69][CH:70]=1)([CH3:49])([CH3:47])[CH3:48], predict the reactants needed to synthesize it. The reactants are: [Cl:1][C:2]1[CH:3]=[C:4]2[C:8](=[C:9]([C:12]([OH:14])=O)[C:10]=1[F:11])[NH:7][CH:6]=[CH:5]2.CN(C(ON1N=NC2C=CC=CC1=2)=[N+](C)C)C.[B-](F)(F)(F)F.C(N(CC)C(C)C)(C)C.[C:46]([C:50]1[CH:70]=[CH:69][C:53]([CH2:54][NH:55][CH2:56][CH2:57][C:58]2[CH:63]=[C:62]([C:64]([F:67])([F:66])[F:65])[CH:61]=[C:60]([F:68])[CH:59]=2)=[CH:52][CH:51]=1)([CH3:49])([CH3:48])[CH3:47]. (2) The reactants are: [CH3:1][N:2]1[CH2:7][CH2:6][N:5]([C:8]2[C:16]3[C:11](=[CH:12][C:13]([C:17]([O-:19])=O)=[CH:14][CH:15]=3)[NH:10][N:9]=2)[CH2:4][CH2:3]1.[Li+].C(Cl)CCl.C1C=CC2N(O)N=NC=2C=1.CCN(CC)CC.[F:42][C:43]([F:54])([F:53])[O:44][C:45]1[CH:52]=[CH:51][C:48]([CH2:49][NH2:50])=[CH:47][CH:46]=1. Given the product [F:42][C:43]([F:53])([F:54])[O:44][C:45]1[CH:52]=[CH:51][C:48]([CH2:49][NH:50][C:17]([C:13]2[CH:12]=[C:11]3[C:16]([C:8]([N:5]4[CH2:4][CH2:3][N:2]([CH3:1])[CH2:7][CH2:6]4)=[N:9][NH:10]3)=[CH:15][CH:14]=2)=[O:19])=[CH:47][CH:46]=1, predict the reactants needed to synthesize it. (3) Given the product [CH:1]1([N:7]2[C:11]3([CH2:16][CH2:15][N:14]([CH2:33][CH2:34][CH2:35][C:36]([C:38]4[CH:39]=[CH:40][C:41]([F:44])=[CH:42][CH:43]=4)=[O:37])[CH2:13][CH2:12]3)[C:10](=[O:17])[N:9]([CH2:18][C:19]3[CH:20]=[C:21]([CH:29]=[CH:30][CH:31]=3)[C:22]([O:24][C:25]([CH3:27])([CH3:28])[CH3:26])=[O:23])[CH2:8]2)[CH2:2][CH2:3][CH2:4][CH2:5][CH2:6]1, predict the reactants needed to synthesize it. The reactants are: [CH:1]1([N:7]2[C:11]3([CH2:16][CH2:15][NH:14][CH2:13][CH2:12]3)[C:10](=[O:17])[N:9]([CH2:18][C:19]3[CH:20]=[C:21]([CH:29]=[CH:30][CH:31]=3)[C:22]([O:24][C:25]([CH3:28])([CH3:27])[CH3:26])=[O:23])[CH2:8]2)[CH2:6][CH2:5][CH2:4][CH2:3][CH2:2]1.I[CH2:33][CH2:34][CH2:35][C:36]([C:38]1[CH:43]=[CH:42][C:41]([F:44])=[CH:40][CH:39]=1)=[O:37].C(=O)([O-])[O-].[K+].[K+]. (4) Given the product [Br:19][CH2:17][C:16]([C:5]1[C:4]([CH:1]([CH3:3])[CH3:2])=[CH:9][C:8]([CH:10]([CH3:11])[CH3:12])=[CH:7][C:6]=1[CH:13]([CH3:15])[CH3:14])=[O:18], predict the reactants needed to synthesize it. The reactants are: [CH:1]([C:4]1[CH:9]=[C:8]([CH:10]([CH3:12])[CH3:11])[CH:7]=[C:6]([CH:13]([CH3:15])[CH3:14])[C:5]=1[C:16](=[O:18])[CH3:17])([CH3:3])[CH3:2].[Br-:19].[Br-].[Br-].C([N+](CCCC)(CCCC)CCCC)CCC.C([N+](CCCC)(CCCC)CCCC)CCC.C([N+](CCCC)(CCCC)CCCC)CCC. (5) Given the product [NH:38]1[C:39]2[C:44](=[CH:43][CH:42]=[CH:41][CH:40]=2)[C:36]([C:33]2[CH2:34][CH2:35][N:30]([CH2:12][CH:13]3[O:22][C:21]4[C:16](=[CH:17][CH:18]=[C:19]5[NH:25][C:24]([C:26]([F:27])([F:29])[F:28])=[N:23][C:20]5=4)[O:15][CH2:14]3)[CH2:31][CH:32]=2)=[CH:37]1, predict the reactants needed to synthesize it. The reactants are: CC1C=CC(S(O[CH2:12][C@@H:13]2[O:22][C:21]3[C:16](=[CH:17][CH:18]=[C:19]4[NH:25][C:24]([C:26]([F:29])([F:28])[F:27])=[N:23][C:20]4=3)[O:15][CH2:14]2)(=O)=O)=CC=1.[NH:30]1[CH2:35][CH:34]=[C:33]([C:36]2[C:44]3[C:39](=[CH:40][CH:41]=[CH:42][CH:43]=3)[NH:38][CH:37]=2)[CH2:32][CH2:31]1.